This data is from Reaction yield outcomes from USPTO patents with 853,638 reactions. The task is: Predict the reaction yield, written as a fraction of the theoretical maximum amount of product (1.0 means a 100% yield; for example, 0.34 means a 34% yield). (1) The reactants are [N+](C1C=CC(C([O:10][C@@H:11]2[CH2:28][N:14]3[C:15](=[O:27])[CH2:16][CH2:17][N:18]([C:20]([O:22][C:23]([CH3:26])([CH3:25])[CH3:24])=[O:21])[CH2:19][C@H:13]3[CH2:12]2)=O)=CC=1)([O-])=O.C(=O)([O-])[O-].[K+].[K+].ClCCl. The catalyst is CO. The product is [OH:10][C@@H:11]1[CH2:28][N:14]2[C:15](=[O:27])[CH2:16][CH2:17][N:18]([C:20]([O:22][C:23]([CH3:24])([CH3:25])[CH3:26])=[O:21])[CH2:19][C@H:13]2[CH2:12]1. The yield is 0.646. (2) The reactants are C([O:8][C:9](=[O:25])[C:10]1[C:15]([Cl:16])=[CH:14][CH:13]=[C:12]([NH:17][S:18]([CH2:21][CH2:22][CH3:23])(=[O:20])=[O:19])[C:11]=1[F:24])C1C=CC=CC=1.[OH-].[K+].O.Cl. The catalyst is O1CCCC1. The product is [Cl:16][C:15]1[C:10]([C:9]([OH:25])=[O:8])=[C:11]([F:24])[C:12]([NH:17][S:18]([CH2:21][CH2:22][CH3:23])(=[O:19])=[O:20])=[CH:13][CH:14]=1. The yield is 0.858. (3) The reactants are CO[C:3](=[O:30])[C:4]1[CH:9]=[CH:8][C:7]([N:10]2[CH:14]=[C:13]([C:15]3[C:16]([C:24]4[CH:29]=[CH:28][CH:27]=[CH:26][CH:25]=4)=[N:17][O:18][C:19]=3[C:20]([F:23])([F:22])[F:21])[N:12]=[CH:11]2)=[CH:6][CH:5]=1.[NH:31]1[CH2:36][CH2:35][O:34][CH2:33][CH2:32]1. No catalyst specified. The product is [N:31]1([C:3]([C:4]2[CH:5]=[CH:6][C:7]([N:10]3[CH:14]=[C:13]([C:15]4[C:16]([C:24]5[CH:29]=[CH:28][CH:27]=[CH:26][CH:25]=5)=[N:17][O:18][C:19]=4[C:20]([F:23])([F:22])[F:21])[N:12]=[CH:11]3)=[CH:8][CH:9]=2)=[O:30])[CH2:36][CH2:35][O:34][CH2:33][CH2:32]1. The yield is 0.400. (4) The reactants are [C:1]([C:4]1[CH:9]=[C:8]([Br:10])[CH:7]=[CH:6][C:5]=1[NH:11]C(=O)C)(=[O:3])[CH3:2].Cl.[N:16]([O-])=O.[Na+]. The catalyst is C1COCC1.O. The product is [Br:10][C:8]1[CH:9]=[C:4]2[C:5](=[CH:6][CH:7]=1)[NH:11][N:16]=[CH:2][C:1]2=[O:3]. The yield is 0.540.